Dataset: Full USPTO retrosynthesis dataset with 1.9M reactions from patents (1976-2016). Task: Predict the reactants needed to synthesize the given product. (1) Given the product [CH2:13]([O:8][C:5]1[CH:6]=[CH:7][C:2]([Br:1])=[CH:3][C:4]=1[N+:9]([O-:11])=[O:10])[C:14]1[CH:19]=[CH:18][CH:17]=[CH:16][CH:15]=1, predict the reactants needed to synthesize it. The reactants are: [Br:1][C:2]1[CH:7]=[CH:6][C:5]([OH:8])=[C:4]([N+:9]([O-:11])=[O:10])[CH:3]=1.Br[CH2:13][C:14]1[CH:19]=[CH:18][CH:17]=[CH:16][CH:15]=1.C([O-])([O-])=O.[K+].[K+]. (2) Given the product [C:15]([O:18][C:19]([N:10]1[C:11]2[C:6](=[CH:5][CH:4]=[C:3]([O:2][CH3:1])[CH:12]=2)[C:7](=[O:13])[CH2:8][CH2:9]1)=[O:20])([CH3:17])([CH3:16])[CH3:14], predict the reactants needed to synthesize it. The reactants are: [CH3:1][O:2][C:3]1[CH:12]=[C:11]2[C:6]([C:7](=[O:13])[CH2:8][CH2:9][NH:10]2)=[CH:5][CH:4]=1.[CH3:14][C:15]([O:18][C:19](O[C:19]([O:18][C:15]([CH3:17])([CH3:16])[CH3:14])=[O:20])=[O:20])([CH3:17])[CH3:16].N#N.